This data is from Peptide-MHC class II binding affinity with 134,281 pairs from IEDB. The task is: Regression. Given a peptide amino acid sequence and an MHC pseudo amino acid sequence, predict their binding affinity value. This is MHC class II binding data. (1) The peptide sequence is GELQIVDKIDHAFKI. The MHC is DRB1_0701 with pseudo-sequence DRB1_0701. The binding affinity (normalized) is 0.672. (2) The peptide sequence is PHPLEKKITQWLETKGV. The MHC is DRB1_0301 with pseudo-sequence DRB1_0301. The binding affinity (normalized) is 0.164. (3) The peptide sequence is LAVFQPSSGNYVHCF. The MHC is DRB4_0101 with pseudo-sequence DRB4_0103. The binding affinity (normalized) is 0.192. (4) The peptide sequence is KKWKYLNAVSLCILTIN. The MHC is HLA-DQA10501-DQB10402 with pseudo-sequence HLA-DQA10501-DQB10402. The binding affinity (normalized) is 0.297. (5) The peptide sequence is EITGIMKDLDEPGHL. The MHC is HLA-DPA10103-DPB10201 with pseudo-sequence HLA-DPA10103-DPB10201. The binding affinity (normalized) is 0.0178.